This data is from Catalyst prediction with 721,799 reactions and 888 catalyst types from USPTO. The task is: Predict which catalyst facilitates the given reaction. Reactant: [CH2:1]([O:3][C:4](=[O:15])[CH2:5][CH2:6][NH:7][CH2:8][C:9]1[CH:14]=[CH:13][CH:12]=[CH:11][CH:10]=1)[CH3:2].[CH2:16]=O.[NH:18]1[C:22]2[CH:23]=[CH:24][CH:25]=[CH:26][C:21]=2[N:20]=[N:19]1. Product: [CH2:1]([O:3][C:4](=[O:15])[CH2:5][CH2:6][N:7]([CH2:16][N:18]1[C:22]2[CH:23]=[CH:24][CH:25]=[CH:26][C:21]=2[N:20]=[N:19]1)[CH2:8][C:9]1[CH:14]=[CH:13][CH:12]=[CH:11][CH:10]=1)[CH3:2]. The catalyst class is: 5.